Dataset: Forward reaction prediction with 1.9M reactions from USPTO patents (1976-2016). Task: Predict the product of the given reaction. (1) Given the reactants [C:1]([O:5][C:6](=[O:24])[N:7]([CH2:11][CH2:12][CH2:13][N:14]1[C:18]([NH2:19])=[C:17]([C:20](=[O:22])[NH2:21])[N:16]=[C:15]1Br)[CH:8]([CH3:10])[CH3:9])([CH3:4])([CH3:3])[CH3:2].[Li+].[Br-].[CH3:27][C:28](C)([O-])[CH3:29].[K+].C([N:36]1[C:40]2[CH:41]=[CH:42][CH:43]=[CH:44][C:39]=2[N:38]=[C:37]1[SH:45])(C)C, predict the reaction product. The product is: [C:1]([O:5][C:6](=[O:24])[N:7]([CH2:11][CH2:12][CH2:13][N:14]1[C:18]([NH2:19])=[C:17]([C:20](=[O:22])[NH2:21])[N:16]=[C:15]1[SH:45]([CH:28]([CH3:29])[CH3:27])[C:37]1[NH:36][C:40]2[CH:41]=[CH:42][CH:43]=[CH:44][C:39]=2[N:38]=1)[CH:8]([CH3:10])[CH3:9])([CH3:4])([CH3:3])[CH3:2]. (2) Given the reactants [C:1]1([N:7]2[C:11](=[O:12])[CH:10]=[C:9]([C:13]([OH:15])=O)[NH:8]2)[CH:6]=[CH:5][CH:4]=[CH:3][CH:2]=1.[CH2:16]([O:20][C:21]([N:23]1[CH2:28][CH2:27][N:26]([C:29](=[O:41])[C@@H:30]([NH2:40])[CH2:31][CH2:32][C:33]([O:35][C:36]([CH3:39])([CH3:38])[CH3:37])=[O:34])[CH2:25][CH2:24]1)=[O:22])[CH2:17][CH2:18][CH3:19].C(Cl)CCl, predict the reaction product. The product is: [CH2:16]([O:20][C:21]([N:23]1[CH2:28][CH2:27][N:26]([C:29](=[O:41])[C@@H:30]([NH:40][C:13]([C:9]2[CH:10]=[C:11]([OH:12])[N:7]([C:1]3[CH:2]=[CH:3][CH:4]=[CH:5][CH:6]=3)[N:8]=2)=[O:15])[CH2:31][CH2:32][C:33]([O:35][C:36]([CH3:39])([CH3:38])[CH3:37])=[O:34])[CH2:25][CH2:24]1)=[O:22])[CH2:17][CH2:18][CH3:19]. (3) Given the reactants [C:1]12([CH2:11][C:12](Cl)=[O:13])[CH2:10][CH:5]3[CH2:6][CH:7]([CH2:9][CH:3]([CH2:4]3)[CH2:2]1)[CH2:8]2.[NH2:15][N:16]1[C:21](=[O:22])[C:20]2[C:23]([CH3:27])=[C:24]([CH3:26])[S:25][C:19]=2[N:18]=[C:17]1[CH3:28], predict the reaction product. The product is: [C:1]12([CH2:11][C:12]([NH:15][N:16]3[C:21](=[O:22])[C:20]4[C:23]([CH3:27])=[C:24]([CH3:26])[S:25][C:19]=4[N:18]=[C:17]3[CH3:28])=[O:13])[CH2:10][CH:5]3[CH2:6][CH:7]([CH2:9][CH:3]([CH2:4]3)[CH2:2]1)[CH2:8]2. (4) The product is: [CH:6]([N:19]1[CH2:5][CH:3]([OH:4])[CH2:2]1)([C:13]1[CH:14]=[CH:15][CH:16]=[CH:17][CH:18]=1)[C:7]1[CH:12]=[CH:11][CH:10]=[CH:9][CH:8]=1. Given the reactants Cl[CH2:2][CH:3]1[CH2:5][O:4]1.[CH:6]([NH2:19])([C:13]1[CH:18]=[CH:17][CH:16]=[CH:15][CH:14]=1)[C:7]1[CH:12]=[CH:11][CH:10]=[CH:9][CH:8]=1, predict the reaction product. (5) Given the reactants [CH:1]([C:4]1[CH:9]=[C:8]([O:10][CH3:11])[CH:7]=[CH:6][C:5]=1[O:12][S:13]([C:16]1[CH:21]=[CH:20][C:19]([CH3:22])=[CH:18][CH:17]=1)(=[O:15])=[O:14])([CH3:3])[CH3:2].[N+:23]([O-])([OH:25])=[O:24], predict the reaction product. The product is: [CH:1]([C:4]1[CH:9]=[C:8]([O:10][CH3:11])[C:7]([N+:23]([O-:25])=[O:24])=[CH:6][C:5]=1[O:12][S:13]([C:16]1[CH:17]=[CH:18][C:19]([CH3:22])=[CH:20][CH:21]=1)(=[O:15])=[O:14])([CH3:3])[CH3:2].